From a dataset of Forward reaction prediction with 1.9M reactions from USPTO patents (1976-2016). Predict the product of the given reaction. Given the reactants [CH2:1]([O:8][C:9](=[O:28])[C@@H:10]([NH:20][C:21]([O:23]C(C)(C)C)=O)[CH2:11][C:12]1[CH:17]=[CH:16][C:15]([O:18][CH3:19])=[CH:14][CH:13]=1)[C:2]1[CH:7]=[CH:6][CH:5]=[CH:4][CH:3]=1.FC(F)(F)C(O)=O.C(N(CC)C(C)C)(C)C.[C:45]([NH:52][C@H:53](C(O)=O)[CH2:54][O:55][CH3:56])([O:47][C:48]([CH3:51])([CH3:50])[CH3:49])=[O:46].CN(C(ON1N=NC2C=CC=NC1=2)=[N+](C)C)C.F[P-](F)(F)(F)(F)F, predict the reaction product. The product is: [CH2:1]([O:8][C:9](=[O:28])[C@@H:10]([NH:20][C:21](=[O:23])[C@@H:53]([NH:52][C:45]([O:47][C:48]([CH3:51])([CH3:50])[CH3:49])=[O:46])[CH2:54][O:55][CH3:56])[CH2:11][C:12]1[CH:13]=[CH:14][C:15]([O:18][CH3:19])=[CH:16][CH:17]=1)[C:2]1[CH:3]=[CH:4][CH:5]=[CH:6][CH:7]=1.